Dataset: Forward reaction prediction with 1.9M reactions from USPTO patents (1976-2016). Task: Predict the product of the given reaction. (1) Given the reactants Cl[C:2]1[C:3]2[CH2:11][N:10]([C:12]3[CH:19]=[CH:18][C:17]([CH3:20])=[CH:16][C:13]=3[C:14]#[N:15])[CH2:9][CH2:8][C:4]=2[N:5]=[CH:6][N:7]=1.[NH2:21][C@@H:22]([C:25]1[CH:26]=[N:27][C:28]([C:31]([F:34])([F:33])[F:32])=[CH:29][CH:30]=1)[CH2:23][OH:24].C(N(CC)C(C)C)(C)C, predict the reaction product. The product is: [OH:24][CH2:23][C@@H:22]([NH:21][C:2]1[C:3]2[CH2:11][N:10]([C:12]3[CH:19]=[CH:18][C:17]([CH3:20])=[CH:16][C:13]=3[C:14]#[N:15])[CH2:9][CH2:8][C:4]=2[N:5]=[CH:6][N:7]=1)[C:25]1[CH:26]=[N:27][C:28]([C:31]([F:32])([F:33])[F:34])=[CH:29][CH:30]=1. (2) The product is: [C:27]([O:31][C:32]([N:34]1[CH2:39][CH2:38][CH:37]([N:22]2[CH:23]=[C:19]([C:17]3[CH:16]=[N:15][C:14]([NH2:24])=[C:13]([O:12][C@@H:10]([C:3]4[C:4]([Cl:9])=[CH:5][CH:6]=[C:7]([F:8])[C:2]=4[Cl:1])[CH3:11])[N:18]=3)[CH:20]=[N:21]2)[CH2:36][CH2:35]1)=[O:33])([CH3:30])([CH3:28])[CH3:29]. Given the reactants [Cl:1][C:2]1[C:7]([F:8])=[CH:6][CH:5]=[C:4]([Cl:9])[C:3]=1[C@H:10]([O:12][C:13]1[C:14]([NH2:24])=[N:15][CH:16]=[C:17]([C:19]2[CH:20]=[N:21][NH:22][CH:23]=2)[N:18]=1)[CH3:11].[H-].[Na+].[C:27]([O:31][C:32]([N:34]1[CH2:39][CH2:38][CH:37](OS(C)(=O)=O)[CH2:36][CH2:35]1)=[O:33])([CH3:30])([CH3:29])[CH3:28].O, predict the reaction product. (3) Given the reactants [CH:1]12[CH2:10][CH:5]3[CH2:6][CH:7]([CH2:9][CH:3]([CH2:4]3)[CH:2]1[NH:11][C:12]([N:14]1[CH2:19][CH2:18][CH2:17][C:16]3([CH2:27][C:26]4[C:21](=[CH:22][CH:23]=[CH:24][CH:25]=4)[C:20]3=[O:28])[CH2:15]1)=[O:13])[CH2:8]2.[BH4-].[Na+], predict the reaction product. The product is: [CH:1]12[CH2:10][CH:5]3[CH2:6][CH:7]([CH2:9][CH:3]([CH2:4]3)[CH:2]1[NH:11][C:12]([N:14]1[CH2:19][CH2:18][CH2:17][C:16]3([CH2:27][C:26]4[C:21](=[CH:22][CH:23]=[CH:24][CH:25]=4)[CH:20]3[OH:28])[CH2:15]1)=[O:13])[CH2:8]2. (4) Given the reactants [OH:1][CH:2]1[CH2:6][CH2:5][N:4]([C:7]2[CH:15]=[CH:14][C:10]([C:11]([NH2:13])=[O:12])=[CH:9][N:8]=2)[CH2:3]1.[C:16](Cl)(=[O:27])[O:17][C:18]1[CH:23]=[CH:22][C:21]([N+:24]([O-:26])=[O:25])=[CH:20][CH:19]=1, predict the reaction product. The product is: [C:16](=[O:27])([O:17][C:18]1[CH:19]=[CH:20][C:21]([N+:24]([O-:26])=[O:25])=[CH:22][CH:23]=1)[O:1][CH:2]1[CH2:6][CH2:5][N:4]([C:7]2[CH:15]=[CH:14][C:10]([C:11](=[O:12])[NH2:13])=[CH:9][N:8]=2)[CH2:3]1.